This data is from Tyrosyl-DNA phosphodiesterase HTS with 341,365 compounds. The task is: Binary Classification. Given a drug SMILES string, predict its activity (active/inactive) in a high-throughput screening assay against a specified biological target. (1) The result is 0 (inactive). The drug is FC(F)(F)c1ccc(Oc2ccc(C(=O)N3CCN(CC3)c3ccccc3)cc2)nc1. (2) The compound is FC(F)Oc1ccc(/C(=N\NC(OC)=O)C)cc1. The result is 0 (inactive). (3) The molecule is O=C(NCCc1ccccc1)c1nn2c(n1)nccc2. The result is 0 (inactive). (4) The drug is S1(=O)(=O)CC(N(Cc2cc(F)ccc2)C(=O)COc2c(cccc2)C)CC1. The result is 0 (inactive).